From a dataset of Forward reaction prediction with 1.9M reactions from USPTO patents (1976-2016). Predict the product of the given reaction. (1) Given the reactants [F:1][C:2]1[CH:3]=[C:4]([CH:15]=[CH:16][C:17]=1[O:18][CH3:19])[CH2:5][NH:6][CH:7]1[CH2:13][CH2:12][CH2:11][CH2:10][NH:9][C:8]1=[O:14].CCN(C(C)C)C(C)C.[Cl:29][C:30]1[S:34][C:33]([S:35](Cl)(=[O:37])=[O:36])=[CH:32][CH:31]=1, predict the reaction product. The product is: [F:1][C:2]1[CH:3]=[C:4]([CH:15]=[CH:16][C:17]=1[O:18][CH3:19])[CH2:5][N:6]([CH:7]1[CH2:13][CH2:12][CH2:11][CH2:10][NH:9][C:8]1=[O:14])[S:35]([C:33]1[S:34][C:30]([Cl:29])=[CH:31][CH:32]=1)(=[O:37])=[O:36]. (2) Given the reactants Br[C:2]1[S:3][C:4]([N+:7]([O-:9])=[O:8])=[CH:5][CH:6]=1.[CH3:10][C@H:11]1[CH2:16][CH2:15][C@H:14]([C:17]([N:19]([CH:32]([CH3:34])[CH3:33])[C:20]2[CH:21]=[C:22](B(O)O)[S:23][C:24]=2[C:25]([O:27][CH3:28])=[O:26])=[O:18])[CH2:13][CH2:12]1.[F-].[Cs+], predict the reaction product. The product is: [CH3:10][C@H:11]1[CH2:12][CH2:13][C@H:14]([C:17]([N:19]([CH:32]([CH3:34])[CH3:33])[C:20]2[CH:21]=[C:22]([C:2]3[S:3][C:4]([N+:7]([O-:9])=[O:8])=[CH:5][CH:6]=3)[S:23][C:24]=2[C:25]([O:27][CH3:28])=[O:26])=[O:18])[CH2:15][CH2:16]1. (3) Given the reactants [N:1]12[CH2:8][CH2:7][CH:4]([CH2:5][CH2:6]1)[C@@H:3]([NH:9][CH2:10][CH2:11][N:12]1[C:20]3[C:15](=[CH:16][CH:17]=[CH:18][C:19]=3[C:21]([O:23]C)=[O:22])[CH:14]=[CH:13]1)[CH2:2]2.O.O.[OH-].[Li+:28], predict the reaction product. The product is: [N:1]12[CH2:8][CH2:7][CH:4]([CH2:5][CH2:6]1)[C@@H:3]([NH:9][CH2:10][CH2:11][N:12]1[C:20]3[C:15](=[CH:16][CH:17]=[CH:18][C:19]=3[C:21]([O-:23])=[O:22])[CH:14]=[CH:13]1)[CH2:2]2.[Li+:28]. (4) Given the reactants [F:1][C:2]1[CH:7]=[CH:6][C:5]([C:8](=[C:16]2[CH2:21][C:20]([CH3:23])([CH3:22])[CH2:19][C:18]([CH3:25])([CH3:24])[CH2:17]2)[C:9]2[CH:14]=[CH:13][C:12]([OH:15])=[CH:11][CH:10]=2)=[CH:4][CH:3]=1.C([O-])([O-])=O.[K+].[K+].Br[CH2:33][C:34]#[N:35], predict the reaction product. The product is: [F:1][C:2]1[CH:3]=[CH:4][C:5]([C:8](=[C:16]2[CH2:17][C:18]([CH3:25])([CH3:24])[CH2:19][C:20]([CH3:23])([CH3:22])[CH2:21]2)[C:9]2[CH:14]=[CH:13][C:12]([O:15][CH2:33][C:34]#[N:35])=[CH:11][CH:10]=2)=[CH:6][CH:7]=1. (5) Given the reactants [Li+].[F:2][C:3]([F:23])([F:22])[C:4]1[CH:9]=[CH:8][C:7]([N:10]2[CH2:15][CH2:14][CH:13]([CH2:16][CH2:17][CH2:18][C:19]([O-])=[O:20])[CH2:12][CH2:11]2)=[CH:6][CH:5]=1.F[P-](F)(F)(F)(F)F.CN(C)C(ON1C2C=CC=CC=2N=N1)=[N+](C)C.Cl.[NH:49]1[CH2:54][CH2:53][CH:52]([NH:55][C:56]2[CH:63]=[CH:62][C:59]([C:60]#[N:61])=[C:58]([C:64]([F:67])([F:66])[F:65])[CH:57]=2)[CH2:51][CH2:50]1.C(N(C(C)C)CC)(C)C.[O-2].[Al+3].[O-2].[O-2].[Al+3], predict the reaction product. The product is: [F:67][C:64]([F:65])([F:66])[C:58]1[CH:57]=[C:56]([NH:55][CH:52]2[CH2:53][CH2:54][N:49]([C:19](=[O:20])[CH2:18][CH2:17][CH2:16][CH:13]3[CH2:12][CH2:11][N:10]([C:7]4[CH:6]=[CH:5][C:4]([C:3]([F:23])([F:2])[F:22])=[CH:9][CH:8]=4)[CH2:15][CH2:14]3)[CH2:50][CH2:51]2)[CH:63]=[CH:62][C:59]=1[C:60]#[N:61]. (6) Given the reactants Cl[C:2]1[N:7]=[C:6]([C:8]#[N:9])[C:5]([S:10][C:11]2[CH:16]=[CH:15][CH:14]=[CH:13][CH:12]=2)=[N:4][CH:3]=1.[F-:17].[K+].C(OCC)(=O)C.O, predict the reaction product. The product is: [F:17][C:2]1[N:7]=[C:6]([C:8]#[N:9])[C:5]([S:10][C:11]2[CH:16]=[CH:15][CH:14]=[CH:13][CH:12]=2)=[N:4][CH:3]=1. (7) Given the reactants [F:1][C:2]1[CH:3]=[C:4]2[C:9](=[CH:10][CH:11]=1)[N:8]=[CH:7][C:6](C(O)=O)=[CH:5]2.C1(P(N=[N+]=[N-])(C2C=CC=CC=2)=[O:22])C=CC=CC=1.C([N:35]([CH:38](C)C)CC)(C)C.[C:41]([OH:45])([CH3:44])([CH3:43])[CH3:42], predict the reaction product. The product is: [C:41]([O:45][C:38](=[O:22])[NH:35][C:6]1[CH:7]=[N:8][C:9]2[C:4]([CH:5]=1)=[CH:3][C:2]([F:1])=[CH:11][CH:10]=2)([CH3:44])([CH3:43])[CH3:42]. (8) Given the reactants Br[C:2]1[C:6]([CH3:7])=[C:5]([C:8]2[CH:13]=[CH:12][C:11]([O:14]C)=[CH:10][CH:9]=2)[S:4][C:3]=1[CH:16]1[O:20]CCO1.[CH:21]([C:23]1[CH:24]=[C:25](B(O)O)[CH:26]=[CH:27][C:28]=1[O:29]C)=[O:22], predict the reaction product. The product is: [CH:21]([C:23]1[CH:24]=[C:25]([C:2]2[C:6]([CH3:7])=[C:5]([C:8]3[CH:9]=[CH:10][C:11]([OH:14])=[CH:12][CH:13]=3)[S:4][C:3]=2[CH:16]=[O:20])[CH:26]=[CH:27][C:28]=1[OH:29])=[O:22]. (9) Given the reactants [F:1][C:2]1[CH:30]=[CH:29][CH:28]=[C:27]([F:31])[C:3]=1[C:4]([NH:6][C:7]1[C:8]([C:12]2[N:16](CC3C=CC(OC)=CC=3)[C:15](=[O:26])[NH:14][N:13]=2)=[N:9][NH:10][CH:11]=1)=[O:5].C1(OC)C=CC=CC=1.FC(F)(F)C(O)=O, predict the reaction product. The product is: [F:31][C:27]1[CH:28]=[CH:29][CH:30]=[C:2]([F:1])[C:3]=1[C:4]([NH:6][C:7]1[C:8]([C:12]2[NH:16][C:15](=[O:26])[NH:14][N:13]=2)=[N:9][NH:10][CH:11]=1)=[O:5]. (10) Given the reactants [F:1][C:2]1[CH:11]=[C:10]2[C:5]([CH:6]=[CH:7][CH:8]=[N:9]2)=[CH:4][C:3]=1[CH:12](O)[CH3:13].[N+:15]([C:18]1C=[CH:22][CH:21]=[CH:20][CH:19]=1)([O-])=O.S(=O)(=O)(O)[OH:25].O[CH2:30][CH:31]([CH2:33][OH:34])O, predict the reaction product. The product is: [F:1][C:2]1[CH:11]=[C:10]2[C:5]([CH:6]=[CH:7][CH:8]=[N:9]2)=[CH:4][C:3]=1[CH:12]([N:15]1[C:18](=[O:25])[C:19]2[C:31](=[CH:30][CH:22]=[CH:21][CH:20]=2)[C:33]1=[O:34])[CH3:13].